This data is from Reaction yield outcomes from USPTO patents with 853,638 reactions. The task is: Predict the reaction yield, written as a fraction of the theoretical maximum amount of product (1.0 means a 100% yield; for example, 0.34 means a 34% yield). (1) The reactants are [F:1][C:2]1[CH:7]=[C:6]([C:8]2[CH:9]=[N:10][N:11]([CH3:13])[CH:12]=2)[CH:5]=[C:4]([O:14]C)[C:3]=1[C:16]1[N:21]=[N:20][C:19]([N:22]([CH3:33])[CH:23]2[CH2:28][C:27]([CH3:30])([CH3:29])[NH:26][C:25]([CH3:32])([CH3:31])[CH2:24]2)=[CH:18][CH:17]=1.FC1C=CC=C(OC)C=1C1N=NC(N(C)C2CC(C)(C)NC(C)(C)C2)=C(C2C=NN(C)C=2)C=1.B(Br)(Br)Br.Cl. The catalyst is C(Cl)Cl.CO. The product is [F:1][C:2]1[C:3]([C:16]2[N:21]=[N:20][C:19]([N:22]([CH3:33])[CH:23]3[CH2:24][C:25]([CH3:31])([CH3:32])[NH:26][C:27]([CH3:30])([CH3:29])[CH2:28]3)=[CH:18][CH:17]=2)=[C:4]([OH:14])[CH:5]=[C:6]([C:8]2[CH:9]=[N:10][N:11]([CH3:13])[CH:12]=2)[CH:7]=1. The yield is 0.150. (2) The catalyst is CS(O)(=O)=O. The product is [Cl:10][CH2:11][C:12]1[C:5]2[C:3](=[C:2]([CH3:1])[C:8]([OH:9])=[CH:7][CH:6]=2)[O:4][C:14](=[O:15])[CH:13]=1. The yield is 0.900. The reactants are [CH3:1][C:2]1[C:8]([OH:9])=[CH:7][CH:6]=[CH:5][C:3]=1[OH:4].[Cl:10][CH2:11][C:12](=O)[CH2:13][C:14](OCC)=[O:15].O. (3) The reactants are [Cl:1][C:2]1[CH:7]=[CH:6][CH:5]=[C:4]([F:8])[C:3]=1[C:9]1[NH:10][C:11]2[C:16]([CH:17]=1)=[CH:15][C:14](B1OC(C)(C)C(C)(C)O1)=[CH:13][CH:12]=2.[Cl:27][C:28]1[CH:33]=[C:32]([CH2:34][CH3:35])[C:31](I)=[CH:30][N:29]=1.C(=O)([O-])[O-].[K+].[K+].O. The catalyst is O1CCOCC1.C1C=CC([P]([Pd]([P](C2C=CC=CC=2)(C2C=CC=CC=2)C2C=CC=CC=2)([P](C2C=CC=CC=2)(C2C=CC=CC=2)C2C=CC=CC=2)[P](C2C=CC=CC=2)(C2C=CC=CC=2)C2C=CC=CC=2)(C2C=CC=CC=2)C2C=CC=CC=2)=CC=1. The product is [Cl:27][C:28]1[N:29]=[CH:30][C:31]([C:14]2[CH:15]=[C:16]3[C:11](=[CH:12][CH:13]=2)[NH:10][C:9]([C:3]2[C:4]([F:8])=[CH:5][CH:6]=[CH:7][C:2]=2[Cl:1])=[CH:17]3)=[C:32]([CH2:34][CH3:35])[CH:33]=1. The yield is 0.760. (4) The reactants are [NH2:1][C:2]1[C:3]([F:22])=[CH:4][C:5]([F:21])=[C:6]([C:8]2[C:9](=[O:20])[N:10]([CH3:19])[C:11]3[C:16]([CH:17]=2)=[CH:15][N:14]=[C:13](Cl)[CH:12]=3)[CH:7]=1.[CH3:23][O:24][C:25]1[CH:33]=[CH:32][C:28]([CH2:29][NH:30][CH3:31])=[CH:27][CH:26]=1. No catalyst specified. The product is [CH3:23][O:24][C:25]1[CH:33]=[CH:32][C:28]([CH2:29][N:30]([CH3:31])[C:13]2[CH:12]=[C:11]3[C:16]([CH:17]=[C:8]([C:6]4[CH:7]=[C:2]([NH2:1])[C:3]([F:22])=[CH:4][C:5]=4[F:21])[C:9](=[O:20])[N:10]3[CH3:19])=[CH:15][N:14]=2)=[CH:27][CH:26]=1. The yield is 0.910.